From a dataset of Full USPTO retrosynthesis dataset with 1.9M reactions from patents (1976-2016). Predict the reactants needed to synthesize the given product. (1) Given the product [ClH:1].[Br:2][C:3]1[CH:4]=[C:5]2[C:10](=[CH:11][CH:12]=1)[C:9]([CH2:13][N:14]1[C:20](=[O:21])[C@@H:19]([NH:22][C:23](=[O:36])[C@@H:24]([NH:27][CH3:28])[CH2:25][CH3:26])[CH2:18][O:17][C:16]3[CH:37]=[CH:38][CH:39]=[CH:40][C:15]1=3)=[C:8]([O:41][CH3:42])[CH:7]=[CH:6]2, predict the reactants needed to synthesize it. The reactants are: [ClH:1].[Br:2][C:3]1[CH:4]=[C:5]2[C:10](=[CH:11][CH:12]=1)[C:9]([CH2:13][N:14]1[C:20](=[O:21])[C@@H:19]([NH:22][C:23](=[O:36])[C@@H:24]([N:27](C)[C:28](=O)OC(C)(C)C)[CH2:25][CH3:26])[CH2:18][O:17][C:16]3[CH:37]=[CH:38][CH:39]=[CH:40][C:15]1=3)=[C:8]([O:41][CH3:42])[CH:7]=[CH:6]2. (2) Given the product [CH3:32][O:31][C:26]1[CH:27]=[CH:28][CH:29]=[CH:30][C:25]=1[CH2:24][N:23]1[CH2:22][C:21]2[C:16](=[CH:17][CH:18]=[CH:19][CH:20]=2)[N:15]=[C:14]1[N:11]1[CH2:10][CH2:9][NH:8][CH2:13][CH2:12]1, predict the reactants needed to synthesize it. The reactants are: C(OC([N:8]1[CH2:13][CH2:12][N:11]([C:14]2[N:23]([CH2:24][C:25]3[CH:30]=[CH:29][CH:28]=[CH:27][C:26]=3[O:31][CH3:32])[CH2:22][C:21]3[C:16](=[CH:17][CH:18]=[CH:19][CH:20]=3)[N:15]=2)[CH2:10][CH2:9]1)=O)(C)(C)C.Cl. (3) Given the product [ClH:35].[CH3:34][N:2]([CH3:1])[C:3]1([C:28]2[CH:29]=[CH:30][CH:31]=[CH:32][CH:33]=2)[CH2:4][CH2:5][C:6](=[CH:9][C:10]([NH:12][CH2:13][CH2:14][CH2:15][CH2:16][CH2:17][CH2:18][C:19]2[C:27]3[C:22](=[CH:23][CH:24]=[CH:25][CH:26]=3)[NH:21][CH:20]=2)=[O:11])[CH2:7][CH2:8]1, predict the reactants needed to synthesize it. The reactants are: [CH3:1][N:2]([CH3:34])[C:3]1([C:28]2[CH:33]=[CH:32][CH:31]=[CH:30][CH:29]=2)[CH2:8][CH2:7][C:6](=[CH:9][C:10]([NH:12][CH2:13][CH2:14][CH2:15][CH2:16][CH2:17][CH2:18][C:19]2[C:27]3[C:22](=[CH:23][CH:24]=[CH:25][CH:26]=3)[NH:21][CH:20]=2)=[O:11])[CH2:5][CH2:4]1.[Cl:35][Si](C)(C)C.CCOCC. (4) Given the product [CH2:1]([N:8]1[C:13](=[O:14])[C:12]2[N:15]([CH2:20][C:21]3[CH:26]=[CH:25][CH:24]=[CH:23][CH:22]=3)[CH:16]=[C:17]([C:18]#[N:19])[C:11]=2[N:10]([CH3:28])[C:9]1=[O:27])[C:2]1[CH:7]=[CH:6][CH:5]=[CH:4][CH:3]=1, predict the reactants needed to synthesize it. The reactants are: [CH2:1]([N:8]1[C:13](=[O:14])[C:12]2[N:15]([CH2:20][C:21]3[CH:26]=[CH:25][CH:24]=[CH:23][CH:22]=3)[CH:16]=[C:17]([C:18]#[N:19])[C:11]=2[NH:10][C:9]1=[O:27])[C:2]1[CH:7]=[CH:6][CH:5]=[CH:4][CH:3]=1.[C:28](=O)([O-])[O-].[K+].[K+].CI.